This data is from Kinase inhibitor bioactivity data combining Ki, Kd, and IC50 measurements. The task is: Regression. Given a target protein amino acid sequence and a drug SMILES string, predict the binding affinity score between them. We predict KIBA score (integrated kinase binding score). Dataset: kiba. (1) The small molecule is NCCCOc1cc2c(c(-c3ccc(Nc4nc5ccc(Cl)cc5o4)cc3)c1)CNC2=O. The target protein (P48729) has sequence MASSSGSKAEFIVGGKYKLVRKIGSGSFGDIYLAINITNGEEVAVKLESQKARHPQLLYESKLYKILQGGVGIPHIRWYGQEKDYNVLVMDLLGPSLEDLFNFCSRRFTMKTVLMLADQMISRIEYVHTKNFIHRDIKPDNFLMGIGRHCNKLFLIDFGLAKKYRDNRTRQHIPYREDKNLTGTARYASINAHLGIEQSRRDDMESLGYVLMYFNRTSLPWQGLKAATKKQKYEKISEKKMSTPVEVLCKGFPAEFAMYLNYCRGLRFEEAPDYMYLRQLFRILFRTLNHQYDYTFDWTMLKQKAAQQAASSSGQGQQAQTPTGKQTDKTKSNMKGF. The KIBA score is 11.3. (2) The small molecule is O=C1NC(=O)c2c1c1c3ccccc3n3c1c1c2c2ccccc2n1C1CCC3N1Cc1ccccc1. The target protein (Q02156) has sequence MVVFNGLLKIKICEAVSLKPTAWSLRHAVGPRPQTFLLDPYIALNVDDSRIGQTATKQKTNSPAWHDEFVTDVCNGRKIELAVFHDAPIGYDDFVANCTIQFEELLQNGSRHFEDWIDLEPEGRVYVIIDLSGSSGEAPKDNEERVFRERMRPRKRQGAVRRRVHQVNGHKFMATYLRQPTYCSHCRDFIWGVIGKQGYQCQVCTCVVHKRCHELIITKCAGLKKQETPDQVGSQRFSVNMPHKFGIHNYKVPTFCDHCGSLLWGLLRQGLQCKVCKMNVHRRCETNVAPNCGVDARGIAKVLADLGVTPDKITNSGQRRKKLIAGAESPQPASGSSPSEEDRSKSAPTSPCDQEIKELENNIRKALSFDNRGEEHRAASSPDGQLMSPGENGEVRQGQAKRLGLDEFNFIKVLGKGSFGKVMLAELKGKDEVYAVKVLKKDVILQDDDVDCTMTEKRILALARKHPYLTQLYCCFQTKDRLFFVMEYVNGGDLMFQIQR.... The KIBA score is 11.4. (3) The drug is CCCn1cc(-c2cnc(N)c3c(-c4ccc(NC(=O)Nc5cccc(F)c5)cc4)csc23)cn1. The target protein (P27448) has sequence MSTRTPLPTVNERDTENHTSHGDGRQEVTSRTSRSGARCRNSIASCADEQPHIGNYRLLKTIGKGNFAKVKLARHILTGREVAIKIIDKTQLNPTSLQKLFREVRIMKILNHPNIVKLFEVIETEKTLYLIMEYASGGEVFDYLVAHGRMKEKEARSKFRQIVSAVQYCHQKRIVHRDLKAENLLLDADMNIKIADFGFSNEFTVGGKLDTFCGSPPYAAPELFQGKKYDGPEVDVWSLGVILYTLVSGSLPFDGQNLKELRERVLRGKYRIPFYMSTDCENLLKRFLVLNPIKRGTLEQIMKDRWINAGHEEDELKPFVEPELDISDQKRIDIMVGMGYSQEEIQESLSKMKYDEITATYLLLGRKSSELDASDSSSSSNLSLAKVRPSSDLNNSTGQSPHHKVQRSVFSSQKQRRYSDHAGPAIPSVVAYPKRSQTSTADSDLKEDGISSRKSSGSAVGGKGIAPASPMLGNASNPNKADIPERKKSSTVPSSNTASG.... The KIBA score is 12.0. (4) The small molecule is CCOc1nc(NC(C)=O)cc(N)c1C#N. The target protein (O43741) has sequence MGNTTSDRVSGERHGAKAARSEGAGGHAPGKEHKIMVGSTDDPSVFSLPDSKLPGDKEFVSWQQDLEDSVKPTQQARPTVIRWSEGGKEVFISGSFNNWSTKIPLIKSHNDFVAILDLPEGEHQYKFFVDGQWVHDPSEPVVTSQLGTINNLIHVKKSDFEVFDALKLDSMESSETSCRDLSSSPPGPYGQEMYAFRSEERFKSPPILPPHLLQVILNKDTNISCDPALLPEPNHVMLNHLYALSIKDSVMVLSATHRYKKKYVTTLLYKPI. The KIBA score is 11.1. (5) The compound is O=C(Nc1cccc(C(F)(F)F)n1)Nc1ccnc2ccc(Cl)cc12. The target protein (Q9Y463) has sequence MAVPPGHGPFSGFPGPQEHTQVLPDVRLLPRRLPLAFRDATSAPLRKLSVDLIKTYKHINEVYYAKKKRRAQQAPPQDSSNKKEKKVLNHGYDDDNHDYIVRSGERWLERYEIDSLIGKGSFGQVVKAYDHQTQELVAIKIIKNKKAFLNQAQIELRLLELMNQHDTEMKYYIVHLKRHFMFRNHLCLVFELLSYNLYDLLRNTHFRGVSLNLTRKLAQQLCTALLFLATPELSIIHCDLKPENILLCNPKRSAIKIVDFGSSCQLGQRIYQYIQSRFYRSPEVLLGTPYDLAIDMWSLGCILVEMHTGEPLFSGSNEVDQMNRIVEVLGIPPAAMLDQAPKARKYFERLPGGGWTLRRTKELRKDYQGPGTRRLQEVLGVQTGGPGGRRAGEPGHSPADYLRFQDLVLRMLEYEPAARISPLGALQHGFFRRTADEATNTGPAGSSASTSPAPLDTCPSSSTASSISSSGGSSGSSSDNRTYRYSNRYCGGPGPPITDC.... The KIBA score is 11.9. (6) The compound is O=C(NC(CO)c1ccc(F)c(Cl)c1)C1=CC(=C2NNC=C2c2cccc(Cl)c2)C=N1. The target protein (P22612) has sequence MGNAPAKKDTEQEESVNEFLAKARGDFLYRWGNPAQNTASSDQFERLRTLGMGSFGRVMLVRHQETGGHYAMKILNKQKVVKMKQVEHILNEKRILQAIDFPFLVKLQFSFKDNSYLYLVMEYVPGGEMFSRLQRVGRFSEPHACFYAAQVVLAVQYLHSLDLIHRDLKPENLLIDQQGYLQVTDFGFAKRVKGRTWTLCGTPEYLAPEIILSKGYNKAVDWWALGVLIYEMAVGFPPFYADQPIQIYEKIVSGRVRFPSKLSSDLKHLLRSLLQVDLTKRFGNLRNGVGDIKNHKWFATTSWIAIYEKKVEAPFIPKYTGPGDASNFDDYEEEELRISINEKCAKEFSEF. The KIBA score is 12.5. (7) The drug is COc1cc2ncnc(Nc3cccc(Cl)c3F)c2cc1CN1CCOCC1C(N)=O. The target protein (Q9UGI9) has sequence MEPGLEHALRRTPSWSSLGGSEHQEMSFLEQENSSSWPSPAVTSSSERIRGKRRAKALRWTRQKSVEEGEPPGQGEGPRSRPAAESTGLEATFPKTTPLAQADPAGVGTPPTGWDCLPSDCTASAAGSSTDDVELATEFPATEAWECELEGLLEERPALCLSPQAPFPKLGWDDELRKPGAQIYMRFMQEHTCYDAMATSSKLVIFDTMLEIKKAFFALVANGVRAAPLWDSKKQSFVGMLTITDFILVLHRYYRSPLVQIYEIEQHKIETWREIYLQGCFKPLVSISPNDSLFEAVYTLIKNRIHRLPVLDPVSGNVLHILTHKRLLKFLHIFGSLLPRPSFLYRTIQDLGIGTFRDLAVVLETAPILTALDIFVDRRVSALPVVNECGQVVGLYSRFDVIHLAAQQTYNHLDMSVGEALRQRTLCLEGVLSCQPHESLGEVIDRIAREQVHRLVLVDETQHLLGVVSLSDILQALVLSPAGIDALGA. The KIBA score is 11.1. (8) The drug is NC(=O)c1ccc(-c2c[nH]c3nccc(Cl)c23)cc1. The target protein (Q9HBH9) has sequence MVQKKPAELQGFHRSFKGQNPFELAFSLDQPDHGDSDFGLQCSARPDMPASQPIDIPDAKKRGKKKKRGRATDSFSGRFEDVYQLQEDVLGEGAHARVQTCINLITSQEYAVKIIEKQPGHIRSRVFREVEMLYQCQGHRNVLELIEFFEEEDRFYLVFEKMRGGSILSHIHKRRHFNELEASVVVQDVASALDFLHNKGIAHRDLKPENILCEHPNQVSPVKICDFDLGSGIKLNGDCSPISTPELLTPCGSAEYMAPEVVEAFSEEASIYDKRCDLWSLGVILYILLSGYPPFVGRCGSDCGWDRGEACPACQNMLFESIQEGKYEFPDKDWAHISCAAKDLISKLLVRDAKQRLSAAQVLQHPWVQGCAPENTLPTPMVLQRNSCAKDLTSFAAEAIAMNRQLAQHDEDLAEEEAAGQGQPVLVRATSRCLQLSPPSQSKLAQRRQRASLSSAPVVLVGDHA. The KIBA score is 13.1.